Dataset: Forward reaction prediction with 1.9M reactions from USPTO patents (1976-2016). Task: Predict the product of the given reaction. (1) Given the reactants [CH3:1][O:2][C:3]1[CH:8]=[CH:7][CH:6]=[CH:5][C:4]=1[C:9]1[N:10]=[C:11]2[C:16]([C:17]([F:20])([F:19])[F:18])=[CH:15][CH:14]=[CH:13][N:12]2[CH:21]=1.Br[C:23]1[CH:39]=[CH:38][C:26]([O:27][C:28]2[CH:33]=[CH:32][CH:31]=[C:30]([S:34]([CH3:37])(=[O:36])=[O:35])[CH:29]=2)=[CH:25][CH:24]=1, predict the reaction product. The product is: [CH3:1][O:2][C:3]1[CH:8]=[CH:7][CH:6]=[CH:5][C:4]=1[C:9]1[N:10]=[C:11]2[C:16]([C:17]([F:20])([F:18])[F:19])=[CH:15][CH:14]=[CH:13][N:12]2[C:21]=1[C:23]1[CH:24]=[CH:25][C:26]([O:27][C:28]2[CH:33]=[CH:32][CH:31]=[C:30]([S:34]([CH3:37])(=[O:36])=[O:35])[CH:29]=2)=[CH:38][CH:39]=1. (2) Given the reactants [O:1]1[CH2:7][CH2:6][CH2:5][N:4]([CH2:8][C:9]#[N:10])[CH2:3][CH2:2]1, predict the reaction product. The product is: [O:1]1[CH2:7][CH2:6][CH2:5][N:4]([CH2:8][CH2:9][NH2:10])[CH2:3][CH2:2]1. (3) Given the reactants OO.[C:3]([C:5]1[C:6]([O:11][CH:12]2[CH:18]([C:19]3[CH:24]=[CH:23][C:22]([Cl:25])=[C:21]([Cl:26])[CH:20]=3)[O:17][CH2:16][CH2:15][N:14]([C:27]([O:29][C:30]([CH3:33])([CH3:32])[CH3:31])=[O:28])[CH2:13]2)=[N:7][CH:8]=[CH:9][CH:10]=1)#[N:4].C(=O)([O-])[O-:35].[K+].[K+].O, predict the reaction product. The product is: [C:3]([C:5]1[C:6]([O:11][CH:12]2[CH:18]([C:19]3[CH:24]=[CH:23][C:22]([Cl:25])=[C:21]([Cl:26])[CH:20]=3)[O:17][CH2:16][CH2:15][N:14]([C:27]([O:29][C:30]([CH3:33])([CH3:32])[CH3:31])=[O:28])[CH2:13]2)=[N:7][CH:8]=[CH:9][CH:10]=1)(=[O:35])[NH2:4]. (4) Given the reactants [CH2:1]([C:4]1[C:13]([OH:14])=[C:12]([O:15][CH3:16])[CH:11]=[C:10]2[C:5]=1[C:6]([NH:17][C:18]1[CH:23]=[CH:22][C:21]([Cl:24])=[CH:20][CH:19]=1)=[N:7][CH:8]=[N:9]2)[CH:2]=[CH2:3].[C:25]([O-])([O-])=O.[K+].[K+].CI, predict the reaction product. The product is: [CH2:1]([C:4]1[C:13]([O:14][CH3:25])=[C:12]([O:15][CH3:16])[CH:11]=[C:10]2[C:5]=1[C:6]([NH:17][C:18]1[CH:19]=[CH:20][C:21]([Cl:24])=[CH:22][CH:23]=1)=[N:7][CH:8]=[N:9]2)[CH:2]=[CH2:3]. (5) Given the reactants C(OC(=O)[NH:7][C@H:8]([C:15](=[O:35])[N:16]([C:26]1[CH:27]=[CH:28][C:29]2[O:33][CH2:32][CH2:31][C:30]=2[CH:34]=1)[CH2:17][CH2:18][C:19]1[CH:24]=[CH:23][C:22]([F:25])=[CH:21][CH:20]=1)[C:9]1[CH:14]=[CH:13][CH:12]=[CH:11][CH:10]=1)(C)(C)C.[ClH:37], predict the reaction product. The product is: [ClH:37].[NH2:7][C@@H:8]([C:9]1[CH:14]=[CH:13][CH:12]=[CH:11][CH:10]=1)[C:15]([N:16]([C:26]1[CH:27]=[CH:28][C:29]2[O:33][CH2:32][CH2:31][C:30]=2[CH:34]=1)[CH2:17][CH2:18][C:19]1[CH:20]=[CH:21][C:22]([F:25])=[CH:23][CH:24]=1)=[O:35]. (6) Given the reactants [NH2:1][C:2]1[CH:3]=[C:4]([CH:9]=[C:10]([O:12][CH2:13][CH:14]2[CH2:16][CH2:15]2)[CH:11]=1)[C:5]([O:7][CH3:8])=[O:6].[CH3:17][S:18](Cl)(=[O:20])=[O:19], predict the reaction product. The product is: [CH:14]1([CH2:13][O:12][C:10]2[CH:9]=[C:4]([CH:3]=[C:2]([NH:1][S:18]([CH3:17])(=[O:20])=[O:19])[CH:11]=2)[C:5]([O:7][CH3:8])=[O:6])[CH2:16][CH2:15]1. (7) The product is: [CH2:27]([O:34][C:35]([N:37]1[CH2:42][CH2:41][CH2:40][CH:39]([CH2:43][I:20])[CH2:38]1)=[O:36])[C:28]1[CH:33]=[CH:32][CH:31]=[CH:30][CH:29]=1. Given the reactants C1C=CC(P(C2C=CC=CC=2)C2C=CC=CC=2)=CC=1.[I:20]I.N1C=CN=C1.[CH2:27]([O:34][C:35]([N:37]1[CH2:42][CH2:41][CH2:40][CH:39]([CH2:43]O)[CH2:38]1)=[O:36])[C:28]1[CH:33]=[CH:32][CH:31]=[CH:30][CH:29]=1, predict the reaction product. (8) Given the reactants [CH2:1]([NH2:3])[CH3:2].Cl[SiH:5]1[N:9]([C:10]([CH3:17])([CH3:16])[CH2:11][C:12]([CH3:15])([CH3:14])[CH3:13])[CH:8]=[CH:7][N:6]1[C:18]([CH3:25])([CH3:24])[CH2:19][C:20]([CH3:23])([CH3:22])[CH3:21], predict the reaction product. The product is: [CH3:24][C:18]([N:6]1[CH:7]=[CH:8][N:9]([C:10]([CH3:17])([CH3:16])[CH2:11][C:12]([CH3:15])([CH3:14])[CH3:13])[SiH:5]1[NH:3][CH2:1][CH3:2])([CH3:25])[CH2:19][C:20]([CH3:23])([CH3:22])[CH3:21].